From a dataset of Full USPTO retrosynthesis dataset with 1.9M reactions from patents (1976-2016). Predict the reactants needed to synthesize the given product. Given the product [C:8]([O:12][C:13](=[O:14])[NH:15][C@H:16]1[CH2:17][CH2:18][C@@H:19]([N:3]2[CH:7]=[N:6][CH:5]=[N:4]2)[CH2:20][CH2:21]1)([CH3:11])([CH3:9])[CH3:10], predict the reactants needed to synthesize it. The reactants are: [H-].[Na+].[NH:3]1[CH:7]=[N:6][CH:5]=[N:4]1.[C:8]([O:12][C:13]([NH:15][C@H:16]1[CH2:21][CH2:20][C@H:19](OS(C)(=O)=O)[CH2:18][CH2:17]1)=[O:14])([CH3:11])([CH3:10])[CH3:9].